Dataset: Full USPTO retrosynthesis dataset with 1.9M reactions from patents (1976-2016). Task: Predict the reactants needed to synthesize the given product. Given the product [CH:1]1([C:6]2([CH2:17][CH2:18][C:19]3[CH:24]=[C:23]([CH2:25][CH3:26])[C:22]([OH:27])=[CH:21][C:20]=3[O:28][CH2:29][CH2:30][CH3:31])[O:32][C:10](=[O:16])[CH2:9][C:8](=[O:13])[CH2:7]2)[CH2:2][CH2:3][CH2:4][CH2:5]1, predict the reactants needed to synthesize it. The reactants are: [CH:1]1([C:6]([OH:32])([CH2:17][CH2:18][C:19]2[CH:24]=[C:23]([CH2:25][CH3:26])[C:22]([OH:27])=[CH:21][C:20]=2[O:28][CH2:29][CH2:30][CH3:31])[CH2:7][C:8]2[O:13]C(C)(C)O[C:10](=[O:16])[CH:9]=2)[CH2:5][CH2:4][CH2:3][CH2:2]1.C(=O)([O-])[O-].[K+].[K+].